Dataset: Forward reaction prediction with 1.9M reactions from USPTO patents (1976-2016). Task: Predict the product of the given reaction. (1) Given the reactants [C:1]1([NH:7][C:8]2[CH:20]=[CH:19][C:11]([C:12]([NH:14][CH2:15][C:16]([OH:18])=O)=[O:13])=[CH:10][CH:9]=2)[CH:6]=[CH:5][CH:4]=[CH:3][CH:2]=1.CCN(C(C)C)C(C)C.C1C=CC2N(O)N=NC=2C=1.CCN=C=NCCCN(C)C.Cl.Cl.Cl.[NH:54]1[CH2:59][CH2:58][CH:57]([NH:60][C:61]2[CH:66]=[CH:65][CH:64]=[CH:63][C:62]=2[C:67]([F:70])([F:69])[F:68])[CH2:56][CH2:55]1, predict the reaction product. The product is: [O:18]=[C:16]([N:54]1[CH2:55][CH2:56][CH:57]([NH:60][C:61]2[CH:66]=[CH:65][CH:64]=[CH:63][C:62]=2[C:67]([F:68])([F:69])[F:70])[CH2:58][CH2:59]1)[CH2:15][NH:14][C:12](=[O:13])[C:11]1[CH:10]=[CH:9][C:8]([NH:7][C:1]2[CH:2]=[CH:3][CH:4]=[CH:5][CH:6]=2)=[CH:20][CH:19]=1. (2) Given the reactants [Sn](Cl)Cl.[CH3:4][C:5]1[C:12]([CH3:13])=[C:11]([N+:14]([O-])=O)[CH:10]=[CH:9][C:6]=1[C:7]#[N:8], predict the reaction product. The product is: [NH2:14][C:11]1[CH:10]=[CH:9][C:6]([C:7]#[N:8])=[C:5]([CH3:4])[C:12]=1[CH3:13]. (3) Given the reactants [CH3:1][O:2][C:3]1[CH:4]=[C:5]([CH:11]=[CH:12][C:13]=1OS(C(F)(F)F)(=O)=O)[C:6]([O:8][CH2:9][CH3:10])=[O:7].[B:22]1([B:22]2[O:26][C:25]([CH3:28])([CH3:27])[C:24]([CH3:30])([CH3:29])[O:23]2)[O:26][C:25]([CH3:28])([CH3:27])[C:24]([CH3:30])([CH3:29])[O:23]1.C([O-])(=O)C.[K+], predict the reaction product. The product is: [CH3:1][O:2][C:3]1[CH:4]=[C:5]([CH:11]=[CH:12][C:13]=1[B:22]1[O:26][C:25]([CH3:28])([CH3:27])[C:24]([CH3:30])([CH3:29])[O:23]1)[C:6]([O:8][CH2:9][CH3:10])=[O:7]. (4) Given the reactants [Br:1][C:2]1[CH:10]=[CH:9][C:5]([C:6]([OH:8])=[O:7])=[C:4]([CH3:11])[CH:3]=1.S(=O)(=O)(O)O.[CH2:17](O)[CH3:18], predict the reaction product. The product is: [CH2:17]([O:7][C:6](=[O:8])[C:5]1[CH:9]=[CH:10][C:2]([Br:1])=[CH:3][C:4]=1[CH3:11])[CH3:18]. (5) Given the reactants Br[C:2]1[CH:3]=[CH:4][CH:5]=[C:6]2[C:11]=1[N:10]=[C:9]([NH:12][C:13]1[CH:18]=[CH:17][C:16]([N:19]3[CH2:24][CH2:23][N:22]([C:25]([O:27][C:28]([CH3:31])([CH3:30])[CH3:29])=[O:26])[CH2:21][CH2:20]3)=[CH:15][C:14]=1[O:32][CH3:33])[N:8]=[CH:7]2.CC1(C)C(C)(C)OB([C:42]2[CH:43]=[C:44]([CH:46]=[CH:47][CH:48]=2)[NH2:45])O1.C([O-])([O-])=O.[Na+].[Na+], predict the reaction product. The product is: [NH2:45][C:44]1[CH:43]=[C:42]([C:2]2[CH:3]=[CH:4][CH:5]=[C:6]3[C:11]=2[N:10]=[C:9]([NH:12][C:13]2[CH:18]=[CH:17][C:16]([N:19]4[CH2:20][CH2:21][N:22]([C:25]([O:27][C:28]([CH3:29])([CH3:30])[CH3:31])=[O:26])[CH2:23][CH2:24]4)=[CH:15][C:14]=2[O:32][CH3:33])[N:8]=[CH:7]3)[CH:48]=[CH:47][CH:46]=1. (6) Given the reactants [C:1]([C:5]1[CH:17]=[CH:16][C:15]2[C:14]3[C:9](=[CH:10][C:11]([C:18]([CH3:21])([CH3:20])[CH3:19])=[CH:12][CH:13]=3)[CH2:8][C:7]=2[CH:6]=1)([CH3:4])([CH3:3])[CH3:2].C([Li:26])CCC, predict the reaction product. The product is: [C:1]([C:5]1[CH:17]=[CH:16][C:15]2[C:14]3[C:9](=[CH:10][C:11]([C:18]([CH3:21])([CH3:20])[CH3:19])=[CH:12][CH:13]=3)[CH2:8][C:7]=2[C:6]=1[Li:26])([CH3:4])([CH3:3])[CH3:2].